Dataset: Catalyst prediction with 721,799 reactions and 888 catalyst types from USPTO. Task: Predict which catalyst facilitates the given reaction. (1) Reactant: [C:1]([N:5]1[CH:9]=[C:8]([C:10]2[CH:11]=[C:12]([OH:19])[C:13]3[N:14]([N:16]=[CH:17][CH:18]=3)[CH:15]=2)[CH:7]=[N:6]1)([CH3:4])([CH3:3])[CH3:2].[Br:20]N1C(=O)CCC1=O. Product: [Br:20][C:18]1[CH:17]=[N:16][N:14]2[CH:15]=[C:10]([C:8]3[CH:7]=[N:6][N:5]([C:1]([CH3:4])([CH3:2])[CH3:3])[CH:9]=3)[CH:11]=[C:12]([OH:19])[C:13]=12. The catalyst class is: 245. (2) Reactant: C(OC([N:8]([CH3:75])[C@@H:9]([CH3:74])[C:10]([NH:12][C@@H:13]([C:70]([CH3:73])([CH3:72])[CH3:71])[C:14]([N:16]1[C@H:25]([C:26](=[O:38])[NH:27][C@H:28]2[C:37]3[C:32](=[CH:33][CH:34]=[CH:35][CH:36]=3)[CH2:31][CH2:30][CH2:29]2)[CH2:24][C:23]2[C:18](=[CH:19][C:20]([C:39]([NH:41][C@@H:42]3[CH2:46][N:45]([C:47](OCC4C=CC=CC=4)=[O:48])[C@H:44]([C:57](=[O:69])[NH:58][C@H:59]4[C:68]5[C:63](=[CH:64][CH:65]=[CH:66][CH:67]=5)[CH2:62][CH2:61][CH2:60]4)[CH2:43]3)=[O:40])=[CH:21][CH:22]=2)[CH2:17]1)=[O:15])=[O:11])=O)(C)(C)C. Product: [CH3:71][C:70]([CH3:73])([CH3:72])[C@H:13]([NH:12][C:10](=[O:11])[C@@H:9]([NH:8][CH3:75])[CH3:74])[C:14]([N:16]1[C@H:25]([C:26]([NH:27][C@H:28]2[C:37]3[C:32](=[CH:33][CH:34]=[CH:35][CH:36]=3)[CH2:31][CH2:30][CH2:29]2)=[O:38])[CH2:24][C:23]2[C:18](=[CH:19][C:20]([C:39]([NH:41][C@H:42]3[CH2:43][C@@H:44]([C:57](=[O:69])[NH:58][C@H:59]4[C:68]5[C:63](=[CH:64][CH:65]=[CH:66][CH:67]=5)[CH2:62][CH2:61][CH2:60]4)[N:45]([C:47](=[O:48])[C@@H:13]([NH:12][C:10](=[O:11])[C@@H:9]([NH:8][CH3:75])[CH3:74])[C:70]([CH3:71])([CH3:73])[CH3:72])[CH2:46]3)=[O:40])=[CH:21][CH:22]=2)[CH2:17]1)=[O:15]. The catalyst class is: 105. (3) Reactant: [N:1]1[CH:6]=[CH:5][N:4]=[C:3]2[NH:7][C:8]([C:10]3[C:18]4[C:13](=[CH:14][CH:15]=[CH:16][CH:17]=4)[N:12]([CH2:19][CH2:20][CH2:21][NH:22]C(=O)C)[CH:11]=3)=[CH:9][C:2]=12.N1[CH2:31][CH2:30][O:29][CH2:28][CH2:27]1.C(=O)([O-])[O-].[K+].[K+].[I-].[K+]. Product: [N:22]1([CH2:21][CH2:20][CH2:19][N:12]2[C:13]3[C:18](=[CH:17][CH:16]=[CH:15][CH:14]=3)[C:10]([C:8]3[NH:7][C:3]4=[N:4][CH:5]=[CH:6][N:1]=[C:2]4[CH:9]=3)=[CH:11]2)[CH2:31][CH2:30][O:29][CH2:28][CH2:27]1. The catalyst class is: 573.